This data is from Peptide-MHC class I binding affinity with 185,985 pairs from IEDB/IMGT. The task is: Regression. Given a peptide amino acid sequence and an MHC pseudo amino acid sequence, predict their binding affinity value. This is MHC class I binding data. (1) The peptide sequence is YLDMVLAFL. The MHC is HLA-A24:02 with pseudo-sequence HLA-A24:02. The binding affinity (normalized) is 0.0847. (2) The peptide sequence is NVAYNVVNK. The MHC is HLA-A31:01 with pseudo-sequence HLA-A31:01. The binding affinity (normalized) is 0.180. (3) The peptide sequence is LWPVTLACF. The MHC is Patr-A0901 with pseudo-sequence Patr-A0901. The binding affinity (normalized) is 0.514. (4) The peptide sequence is STLERTSKASLER. The MHC is HLA-B08:01 with pseudo-sequence HLA-B08:01. The binding affinity (normalized) is 0. (5) The peptide sequence is TIQRFSSL. The MHC is Mamu-A02 with pseudo-sequence Mamu-A02. The binding affinity (normalized) is 0.275. (6) The peptide sequence is APKQVAGTGV. The MHC is HLA-B07:02 with pseudo-sequence HLA-B07:02. The binding affinity (normalized) is 0.779. (7) The peptide sequence is EPIVGAETF. The MHC is HLA-B35:03 with pseudo-sequence HLA-B35:03. The binding affinity (normalized) is 0.303. (8) The peptide sequence is AANEIRISK. The MHC is HLA-A31:01 with pseudo-sequence HLA-A31:01. The binding affinity (normalized) is 0.442. (9) The peptide sequence is DLTTKNVSI. The MHC is HLA-A02:02 with pseudo-sequence HLA-A02:02. The binding affinity (normalized) is 0.165.